From a dataset of Catalyst prediction with 721,799 reactions and 888 catalyst types from USPTO. Predict which catalyst facilitates the given reaction. (1) Reactant: [F:1][C:2]1[CH:7]=[C:6]([N+:8]([O-])=O)[CH:5]=[CH:4][C:3]=1[N:11]([CH3:21])[C:12]1[C:13]2[CH:20]=[CH:19][NH:18][C:14]=2[N:15]=[CH:16][CH:17]=1.[H][H]. Product: [F:1][C:2]1[CH:7]=[C:6]([NH2:8])[CH:5]=[CH:4][C:3]=1[N:11]([CH3:21])[C:12]1[CH:17]=[CH:16][N:15]=[C:14]2[NH:18][CH:19]=[CH:20][C:13]=12. The catalyst class is: 29. (2) Reactant: [CH3:1][CH:2]1[CH2:7][CH:6]([CH2:8][NH2:9])[CH2:5][CH2:4][NH:3]1.[C:10](O[C:10]([O:12][C:13]([CH3:16])([CH3:15])[CH3:14])=[O:11])([O:12][C:13]([CH3:16])([CH3:15])[CH3:14])=[O:11]. Product: [C:13]([O:12][C:10](=[O:11])[NH:9][CH2:8][CH:6]1[CH2:5][CH2:4][NH:3][CH:2]([CH3:1])[CH2:7]1)([CH3:16])([CH3:15])[CH3:14]. The catalyst class is: 143. (3) Product: [CH3:29][O:28][C:25]1[CH:24]=[CH:23][C:22]([C:21]2[C:14]3[C:13]([O:12][CH:10]([CH3:11])[CH2:9][NH:8][CH3:1])=[N:18][CH:17]=[N:16][C:15]=3[O:19][C:20]=2[C:30]2[CH:31]=[CH:32][CH:33]=[CH:34][CH:35]=2)=[CH:27][CH:26]=1. The catalyst class is: 43. Reactant: [CH2:1]([N:8](C)[CH2:9][CH:10]([O:12][C:13]1[C:14]2[C:21]([C:22]3[CH:27]=[CH:26][C:25]([O:28][CH3:29])=[CH:24][CH:23]=3)=[C:20]([C:30]3[CH:35]=[CH:34][CH:33]=[CH:32][CH:31]=3)[O:19][C:15]=2[N:16]=[CH:17][N:18]=1)[CH3:11])C1C=CC=CC=1.C(O)(=O)C. (4) Reactant: [CH2:1]([C:7]1[CH:8]=[C:9]([C:13]2[N:14]([CH3:20])[C:15](I)=[C:16]([I:18])[N:17]=2)[CH:10]=[CH:11][CH:12]=1)[CH2:2][CH2:3][CH2:4][CH2:5][CH3:6].C([Li])CCC.[C:26](=[O:28])=[O:27]. Product: [CH2:1]([C:7]1[CH:8]=[C:9]([C:13]2[N:14]([CH3:20])[C:15]([C:26]([OH:28])=[O:27])=[C:16]([I:18])[N:17]=2)[CH:10]=[CH:11][CH:12]=1)[CH2:2][CH2:3][CH2:4][CH2:5][CH3:6]. The catalyst class is: 1. (5) Reactant: [F:1][C:2]1[CH:9]=[CH:8][C:5]([C:6]#[N:7])=[CH:4][CH:3]=1.[NH2:10][OH:11].Cl. Product: [F:1][C:2]1[CH:9]=[CH:8][C:5]([C:6]([NH:10][OH:11])=[NH:7])=[CH:4][CH:3]=1. The catalyst class is: 40. (6) Product: [CH3:1][O:2][C:3]1[CH:8]=[CH:7][C:6]([O:9][C:10]([F:11])([F:12])[F:13])=[CH:5][C:4]=1[CH:16]=[O:17]. The catalyst class is: 175. Reactant: [CH3:1][O:2][C:3]1[CH:8]=[CH:7][C:6]([O:9][C:10]([F:13])([F:12])[F:11])=[CH:5][CH:4]=1.FC(F)(F)[C:16](O)=[O:17].C1N2CN3CN(C2)CN1C3.S(=O)(=O)(O)O.